Task: Predict the product of the given reaction.. Dataset: Forward reaction prediction with 1.9M reactions from USPTO patents (1976-2016) Given the reactants C(=O)([O-])[O-].[K+].[K+].C(C1C=C(C(C)C)C=C(C(C)C)C=1S(O[CH2:26][C@H:27]([OH:63])[CH2:28][CH2:29][C@@H:30]1[C@H:34]2[CH2:35][C:36]3[C:41]([CH2:42][C@H:33]2[CH2:32][C@H:31]1[O:45][Si:46]([C:59]([CH3:62])([CH3:61])[CH3:60])([C:53]1[CH:58]=[CH:57][CH:56]=[CH:55][CH:54]=1)[C:47]1[CH:52]=[CH:51][CH:50]=[CH:49][CH:48]=1)=[C:40]([O:43][CH3:44])[CH:39]=[CH:38][CH:37]=3)(=O)=O)(C)C.C(OCC)(=O)C.CCCCCCC, predict the reaction product. The product is: [C:59]([Si:46]([O:45][C@H:31]1[C@H:30]([CH2:29][CH2:28][C@@H:27]2[CH2:26][O:63]2)[C@H:34]2[CH2:35][C:36]3[C:41]([CH2:42][C@H:33]2[CH2:32]1)=[C:40]([O:43][CH3:44])[CH:39]=[CH:38][CH:37]=3)([C:53]1[CH:58]=[CH:57][CH:56]=[CH:55][CH:54]=1)[C:47]1[CH:52]=[CH:51][CH:50]=[CH:49][CH:48]=1)([CH3:60])([CH3:61])[CH3:62].